Dataset: Reaction yield outcomes from USPTO patents with 853,638 reactions. Task: Predict the reaction yield, written as a fraction of the theoretical maximum amount of product (1.0 means a 100% yield; for example, 0.34 means a 34% yield). The reactants are [Cl:1][C:2]1[C:7]([Cl:8])=[CH:6][CH:5]=[CH:4][C:3]=1[C:9]([N:11]1[CH2:16][CH2:15][C:14]2[C:17]([C:20]3[CH:25]=[CH:24][CH:23]=[CH:22][CH:21]=3)=[N:18][NH:19][C:13]=2[CH2:12]1)=[O:10].[H-].[Na+].I[CH3:29]. The catalyst is CN(C=O)C. The product is [Cl:1][C:2]1[C:7]([Cl:8])=[CH:6][CH:5]=[CH:4][C:3]=1[C:9]([N:11]1[CH2:16][CH2:15][C:14]2[C:17]([C:20]3[CH:21]=[CH:22][CH:23]=[CH:24][CH:25]=3)=[N:18][N:19]([CH3:29])[C:13]=2[CH2:12]1)=[O:10].[Cl:1][C:2]1[C:7]([Cl:8])=[CH:6][CH:5]=[CH:4][C:3]=1[C:9]([N:11]1[CH2:16][CH2:15][C:14]2=[C:17]([C:20]3[CH:21]=[CH:22][CH:23]=[CH:24][CH:25]=3)[N:18]([CH3:29])[N:19]=[C:13]2[CH2:12]1)=[O:10]. The yield is 0.330.